From a dataset of Peptide-MHC class I binding affinity with 185,985 pairs from IEDB/IMGT. Regression. Given a peptide amino acid sequence and an MHC pseudo amino acid sequence, predict their binding affinity value. This is MHC class I binding data. (1) The peptide sequence is RDALGRTAL. The MHC is HLA-A24:03 with pseudo-sequence HLA-A24:03. The binding affinity (normalized) is 0.0847. (2) The peptide sequence is FLTSVINRV. The MHC is HLA-A02:06 with pseudo-sequence HLA-A02:06. The binding affinity (normalized) is 0.787. (3) The peptide sequence is YLVSFGVWI. The MHC is HLA-A02:01 with pseudo-sequence HLA-A02:01. The binding affinity (normalized) is 0.524. (4) The peptide sequence is CELSSHGDL. The MHC is HLA-A29:02 with pseudo-sequence HLA-A29:02. The binding affinity (normalized) is 0.213. (5) The peptide sequence is CTSSIQYHR. The MHC is HLA-B83:01 with pseudo-sequence HLA-B83:01. The binding affinity (normalized) is 0.213. (6) The peptide sequence is HHIWQNLL. The MHC is HLA-A66:01 with pseudo-sequence HLA-A66:01. The binding affinity (normalized) is 0.213. (7) The peptide sequence is MHDPHSIPL. The MHC is HLA-A02:16 with pseudo-sequence HLA-A02:16. The binding affinity (normalized) is 0.0847.